From a dataset of Reaction yield outcomes from USPTO patents with 853,638 reactions. Predict the reaction yield, written as a fraction of the theoretical maximum amount of product (1.0 means a 100% yield; for example, 0.34 means a 34% yield). The reactants are Cl.[Cl:2][C:3]1[CH:8]=[C:7]([Cl:9])[CH:6]=[CH:5][C:4]=1[NH:10][NH2:11].[Cl:12][C:13]1[CH:18]=[CH:17][C:16]([CH:19]=[C:20]([CH3:26])[C:21](=O)[C:22]([OH:24])=[O:23])=[CH:15][CH:14]=1. The catalyst is C(O)(=O)C. The product is [Cl:12][C:13]1[CH:14]=[CH:15][C:16]([C@@H:19]2[N:10]([C:4]3[CH:5]=[CH:6][C:7]([Cl:9])=[CH:8][C:3]=3[Cl:2])[N:11]=[C:21]([C:22]([OH:24])=[O:23])[C@H:20]2[CH3:26])=[CH:17][CH:18]=1. The yield is 0.884.